This data is from Reaction yield outcomes from USPTO patents with 853,638 reactions. The task is: Predict the reaction yield, written as a fraction of the theoretical maximum amount of product (1.0 means a 100% yield; for example, 0.34 means a 34% yield). (1) The reactants are [F:1][C:2]1[CH:7]=[CH:6][C:5]([NH:8][C:9]([C:11]2([C:14]([NH:16][C:17]3[CH:22]=[CH:21][C:20]([O:23]CC4C=CC=CC=4)=[CH:19][CH:18]=3)=[O:15])[CH2:13][CH2:12]2)=[O:10])=[CH:4][CH:3]=1.C1CC=CCC=1. The catalyst is CCO.[Pd]. The product is [OH:23][C:20]1[CH:21]=[CH:22][C:17]([NH:16][C:14]([C:11]2([C:9]([NH:8][C:5]3[CH:4]=[CH:3][C:2]([F:1])=[CH:7][CH:6]=3)=[O:10])[CH2:13][CH2:12]2)=[O:15])=[CH:18][CH:19]=1. The yield is 0.950. (2) The reactants are [Cl:1][C:2]1[CH:7]=[C:6]([N+:8]([O-:10])=[O:9])[CH:5]=[CH:4][C:3]=1F.[F:12][C@@H:13]1[C@@H:18]([OH:19])[CH2:17][CH2:16][N:15]([C:20]([O:22][C:23]([CH3:26])([CH3:25])[CH3:24])=[O:21])[CH2:14]1.CC([O-])(C)C.[K+]. The catalyst is C1COCC1. The product is [Cl:1][C:2]1[CH:7]=[C:6]([N+:8]([O-:10])=[O:9])[CH:5]=[CH:4][C:3]=1[O:19][C@H:18]1[CH2:17][CH2:16][N:15]([C:20]([O:22][C:23]([CH3:25])([CH3:24])[CH3:26])=[O:21])[CH2:14][C@@H:13]1[F:12]. The yield is 0.630. (3) The reactants are [CH3:1][C:2]1[CH:3]=[C:4]([CH:7]=[C:8]([CH3:10])[CH:9]=1)[CH:5]=O.[C:11]([NH:14][CH2:15][C:16]([OH:18])=[O:17])(=O)[CH3:12].C([O-])(=O)C.[Na+]. The catalyst is C(OC(=O)C)(=O)C. The product is [CH3:1][C:2]1[CH:3]=[C:4]([CH:7]=[C:8]([CH3:10])[CH:9]=1)/[CH:5]=[C:15]1\[N:14]=[C:11]([CH3:12])[O:18][C:16]\1=[O:17]. The yield is 0.466. (4) The reactants are [CH2:1]([O:3][C:4]([C:6]1[NH:7][CH:8]=[C:9]([CH:11]=O)[CH:10]=1)=[O:5])[CH3:2].[Cl:13][C:14]1[CH:20]=[CH:19][C:17]([NH2:18])=[CH:16][CH:15]=1.C([BH3-])#N.[Na+].C([O-])([O-])=O.[K+].[K+]. The catalyst is C(O)(=O)C.CO. The product is [CH2:1]([O:3][C:4]([C:6]1[NH:7][CH:8]=[C:9]([CH2:11][NH:18][C:17]2[CH:19]=[CH:20][C:14]([Cl:13])=[CH:15][CH:16]=2)[CH:10]=1)=[O:5])[CH3:2]. The yield is 0.690. (5) The reactants are [CH:1]([NH2:14])([C:8]1[CH:13]=[CH:12][CH:11]=[CH:10][CH:9]=1)[C:2]1[CH:7]=[CH:6][CH:5]=[CH:4][CH:3]=1.[CH2:15]([CH:17]1[O:19][CH2:18]1)Cl. The catalyst is CO. The product is [CH:1]([N:14]1[CH2:18][CH:17]([OH:19])[CH2:15]1)([C:8]1[CH:9]=[CH:10][CH:11]=[CH:12][CH:13]=1)[C:2]1[CH:7]=[CH:6][CH:5]=[CH:4][CH:3]=1. The yield is 0.420. (6) The reactants are [CH3:1][S:2]([O:5][C:6]1[CH:11]=[CH:10][CH:9]=[CH:8][C:7]=1[O:12]CC1C=CC=CC=1)(=[O:4])=[O:3].B(F)(F)F.CCOCC.CSC. The catalyst is C(Cl)Cl. The product is [CH3:1][S:2]([O:5][C:6]1[CH:11]=[CH:10][CH:9]=[CH:8][C:7]=1[OH:12])(=[O:4])=[O:3]. The yield is 0.920.